This data is from Full USPTO retrosynthesis dataset with 1.9M reactions from patents (1976-2016). The task is: Predict the reactants needed to synthesize the given product. (1) Given the product [F:25][C:26]1([F:42])[CH2:30][CH2:29][CH:28]([N:31]2[C:35]([CH:36]3[CH2:40][CH2:39][O:38][CH2:37]3)=[CH:34][C:33]([C:51]3[CH:52]=[C:53]4[C:45]([C:44]([F:63])([F:64])[F:43])=[CH:46][NH:47][C:48]4=[N:49][CH:50]=3)=[N:32]2)[CH2:27]1, predict the reactants needed to synthesize it. The reactants are: C1(CN2C(C3CCOC3)=CC(C3C=C4C(C)=CNC4=NC=3)=N2)CC1.[F:25][C:26]1([F:42])[CH2:30][CH2:29][CH:28]([N:31]2[C:35]([CH:36]3[CH2:40][CH2:39][O:38][CH2:37]3)=[CH:34][C:33](I)=[N:32]2)[CH2:27]1.[F:43][C:44]([F:64])([F:63])[C:45]1[C:53]2[C:48](=[N:49][CH:50]=[C:51](B3OC(C)(C)C(C)(C)O3)[CH:52]=2)[NH:47][CH:46]=1. (2) The reactants are: [CH2:1]([O:3][C:4](=[O:16])[CH2:5][N:6]1[C:14]2[C:9](=[CH:10][CH:11]=[C:12]([OH:15])[CH:13]=2)[CH:8]=[CH:7]1)[CH3:2].[CH3:17][N:18]1[C:22]([C:23]2[CH:28]=[CH:27][C:26]([O:29][C:30]([F:33])([F:32])[F:31])=[CH:25][CH:24]=2)=[CH:21][C:20]([CH2:34]O)=[N:19]1.CN(C)C(N=NC(N(C)C)=O)=O.C(P(CCCC)CCCC)CCC. Given the product [CH2:1]([O:3][C:4](=[O:16])[CH2:5][N:6]1[C:14]2[C:9](=[CH:10][CH:11]=[C:12]([O:15][CH2:34][C:20]3[CH:21]=[C:22]([C:23]4[CH:24]=[CH:25][C:26]([O:29][C:30]([F:32])([F:31])[F:33])=[CH:27][CH:28]=4)[N:18]([CH3:17])[N:19]=3)[CH:13]=2)[CH:8]=[CH:7]1)[CH3:2], predict the reactants needed to synthesize it. (3) Given the product [CH2:7]([O:14][C:15]1[CH:16]=[CH:17][C:18]([CH2:1][OH:4])=[C:19]([CH:20]=1)[O:21][CH2:26][C:25]([C:16]1[CH:17]=[CH:18][C:19]([O:21][CH2:22][O:23][CH3:24])=[CH:20][C:15]=1[O:14][CH2:7][C:8]1[CH:13]=[CH:12][CH:11]=[CH:10][CH:9]=1)=[O:28])[C:8]1[CH:9]=[CH:10][CH:11]=[CH:12][CH:13]=1, predict the reactants needed to synthesize it. The reactants are: [C:1](=[O:4])([O-])[O-].[K+].[K+].[CH2:7]([O:14][C:15]1[CH:20]=[C:19]([O:21][CH2:22][O:23][CH3:24])[CH:18]=[CH:17][C:16]=1[C:25](=[O:28])[CH2:26]I)[C:8]1[CH:13]=[CH:12][CH:11]=[CH:10][CH:9]=1. (4) Given the product [C:8]([Si:5]([CH3:7])([CH3:6])[O:4][CH2:3][CH2:2][N:19]([C:17]1[CH:16]=[CH:15][CH:14]=[C:13]([CH3:12])[N:18]=1)[S:20]([C:23]1[CH:28]=[CH:27][C:26]([C:29]2[CH:34]=[CH:33][C:32]([C:35]#[N:36])=[CH:31][CH:30]=2)=[CH:25][CH:24]=1)(=[O:21])=[O:22])([CH3:11])([CH3:10])[CH3:9], predict the reactants needed to synthesize it. The reactants are: Br[CH2:2][CH2:3][O:4][Si:5]([C:8]([CH3:11])([CH3:10])[CH3:9])([CH3:7])[CH3:6].[CH3:12][C:13]1[N:18]=[C:17]([NH:19][S:20]([C:23]2[CH:28]=[CH:27][C:26]([C:29]3[CH:34]=[CH:33][C:32]([C:35]#[N:36])=[CH:31][CH:30]=3)=[CH:25][CH:24]=2)(=[O:22])=[O:21])[CH:16]=[CH:15][CH:14]=1.C(=O)([O-])[O-].[K+].[K+]. (5) Given the product [CH2:1]([O:3][C:4](=[O:25])[CH2:5][C:6]1[CH:11]=[CH:10][C:9]([NH2:12])=[C:8]([O:15][C:16]2[CH:21]=[C:20]([Cl:22])[CH:19]=[C:18]([Br:23])[CH:17]=2)[C:7]=1[F:24])[CH3:2], predict the reactants needed to synthesize it. The reactants are: [CH2:1]([O:3][C:4](=[O:25])[CH2:5][C:6]1[CH:11]=[CH:10][C:9]([N+:12]([O-])=O)=[C:8]([O:15][C:16]2[CH:21]=[C:20]([Cl:22])[CH:19]=[C:18]([Br:23])[CH:17]=2)[C:7]=1[F:24])[CH3:2].[NH4+].[Cl-]. (6) Given the product [Br:19][C:5]1[N:9]([Cl:10])[C:8]([Cl:11])=[C:7]([CH:20]([O:23][CH3:24])[CH3:21])[N:6]=1, predict the reactants needed to synthesize it. The reactants are: COC([C:5]1[N:9]([Cl:10])[C:8]([Cl:11])=[CH:7][N:6]=1)C.C1C(=O)N([Br:19])C(=O)C1.[C:20]([O:23][CH2:24]C)(=O)[CH3:21]. (7) Given the product [CH2:22]([O:29][C:30]1[C:31]([CH3:39])=[C:32]([CH3:38])[C:33]([NH:37][C:8](=[O:20])[CH2:9][CH2:10][CH2:11][CH2:12][CH2:13][CH2:14][CH2:15][CH2:16][CH2:17][CH2:18][CH3:19])=[N:34][C:35]=1[CH3:36])[C:23]1[CH:24]=[CH:25][CH:26]=[CH:27][CH:28]=1, predict the reactants needed to synthesize it. The reactants are: C(N(CC)CC)C.[C:8](Cl)(=[O:20])[CH2:9][CH2:10][CH2:11][CH2:12][CH2:13][CH2:14][CH2:15][CH2:16][CH2:17][CH2:18][CH3:19].[CH2:22]([O:29][C:30]1[C:31]([CH3:39])=[C:32]([CH3:38])[C:33]([NH2:37])=[N:34][C:35]=1[CH3:36])[C:23]1[CH:28]=[CH:27][CH:26]=[CH:25][CH:24]=1. (8) Given the product [CH3:1][N:2]1[C:6]([CH:7]2[O:9][CH2:10][CH2:20][O:8]2)=[CH:5][N:4]=[CH:3]1, predict the reactants needed to synthesize it. The reactants are: [CH3:1][N:2]1[C:6]([CH:7]=[O:8])=[CH:5][N:4]=[CH:3]1.[OH2:9].[C:10]1([CH3:20])C=CC(S(O)(=O)=O)=CC=1. (9) Given the product [Cl:1][C:2]1[C:11]2[C:6](=[CH:7][CH:8]=[C:9]([O:12][CH:13]([CH3:14])[CH3:15])[CH:10]=2)[C:5]([OH:16])=[C:4]([C:17]([NH:34][C@@H:27]([CH2:28][OH:29])[C:26]([OH:35])=[O:25])=[O:19])[N:3]=1, predict the reactants needed to synthesize it. The reactants are: [Cl:1][C:2]1[C:11]2[C:6](=[CH:7][CH:8]=[C:9]([O:12][CH:13]([CH3:15])[CH3:14])[CH:10]=2)[C:5]([OH:16])=[C:4]([C:17]([OH:19])=O)[N:3]=1.Cl.C([O:25][C:26](=[O:35])[C@@H:27]([NH2:34])[CH2:28][O:29]C(C)(C)C)(C)(C)C.